This data is from Experimentally validated miRNA-target interactions with 360,000+ pairs, plus equal number of negative samples. The task is: Binary Classification. Given a miRNA mature sequence and a target amino acid sequence, predict their likelihood of interaction. (1) The miRNA is hsa-miR-3976 with sequence UAUAGAGAGCAGGAAGAUUAAUGU. The protein sequence of the target gene is MGTPGTSAGALFLSSASAPSRKRAAGEAGEAGVARSRQRVLDEEEYIEGLQTVIQRDFFPDVEKLQAQKEYLEAEENGDLERMRQIAIKFGSALGKISREPPPPYVTPATFETPEVHPGSAVLGNKPRPQGRDLDDGEAGEEEEKEPLPSLDVFLSQYTSEDNASFQEIMEVAKEKSHARHAWLYQAEEEFEKRQKDNLELPSAEHQAIESSQAGVETWKYKAKNSLMYYPEGVPDEEQLFKKPRQIVHKNTRFLRDPFSQALSRSQLQQAAALNAQHKQGKVGPDGKELIPQESPRVGG.... Result: 0 (no interaction). (2) The miRNA is hsa-miR-335-5p with sequence UCAAGAGCAAUAACGAAAAAUGU. The protein sequence of the target gene is MDSVLIHVLIDGLVACVAQLIRIADELLQFILQVQEVPYVEENGRAEETEADAPLPEEPSLPDLPDLSDLDSILTPREDEDLIFDIDQAMLDMDNLYEDTVSGINDDLTGD. Result: 1 (interaction).